Dataset: Forward reaction prediction with 1.9M reactions from USPTO patents (1976-2016). Task: Predict the product of the given reaction. (1) Given the reactants [N:1]([C:4]1[S:5][C:6]([C:13]2[CH:18]=[CH:17][CH:16]=[CH:15][CH:14]=2)=[CH:7][C:8]=1[C:9]([O:11]C)=O)=[C:2]=[S:3].[CH3:19][C:20]1[N:24]([CH2:25][CH2:26][CH2:27][NH2:28])[CH:23]=[N:22][CH:21]=1, predict the reaction product. The product is: [CH3:19][C:20]1[N:24]([CH2:25][CH2:26][CH2:27][N:28]2[C:9](=[O:11])[C:8]3[CH:7]=[C:6]([C:13]4[CH:18]=[CH:17][CH:16]=[CH:15][CH:14]=4)[S:5][C:4]=3[NH:1][C:2]2=[S:3])[CH:23]=[N:22][CH:21]=1. (2) The product is: [NH2:1][C:2]1[N:3]=[CH:4][C:5]([O:8][C:16]2[CH:21]=[CH:20][N:19]=[C:18]([C:22]([NH:24][CH:25]([CH3:27])[CH3:26])=[O:23])[CH:17]=2)=[CH:6][CH:7]=1. Given the reactants [NH2:1][C:2]1[CH:7]=[CH:6][C:5]([OH:8])=[CH:4][N:3]=1.CC(C)([O-])C.[K+].Cl[C:16]1[CH:21]=[CH:20][N:19]=[C:18]([C:22]([NH:24][CH:25]([CH3:27])[CH3:26])=[O:23])[CH:17]=1, predict the reaction product.